Dataset: hERG potassium channel inhibition data for cardiac toxicity prediction from Karim et al.. Task: Regression/Classification. Given a drug SMILES string, predict its toxicity properties. Task type varies by dataset: regression for continuous values (e.g., LD50, hERG inhibition percentage) or binary classification for toxic/non-toxic outcomes (e.g., AMES mutagenicity, cardiotoxicity, hepatotoxicity). Dataset: herg_karim. (1) The compound is COc1ccc(Nc2cc(-c3cnc(N)nc3)nc(N3CCOCC3)n2)cn1. The result is 0 (non-blocker). (2) The drug is CC(C)(C)NC(=O)C1c2ccc(NS(C)(=O)=O)cc2C(=O)N1Cc1ccccc1-c1ccccc1. The result is 0 (non-blocker). (3) The drug is CC(=O)Oc1cc2c(s1)CCN(C(C(=O)C1CC1)c1ccccc1F)C2. The result is 0 (non-blocker). (4) The molecule is COC1COCCC1NC1CCC(C(=O)N2CCN(c3ccnc(C(F)(F)F)n3)CC2)(C(C)C)C1. The result is 0 (non-blocker). (5) The molecule is c1cncc(C(Cc2ccccc2-c2cncc3ccccc23)c2cccnc2)c1. The result is 0 (non-blocker).